This data is from Forward reaction prediction with 1.9M reactions from USPTO patents (1976-2016). The task is: Predict the product of the given reaction. (1) Given the reactants [CH3:1][CH:2]([CH2:26][C:27]([CH3:29])=[CH2:28])[C:3]([C:5]1[C:6](=[O:25])[N:7](CC2C=CC(OC)=CC=2)[C:8]([O:14][CH3:15])=[C:9]([O:12][CH3:13])[C:10]=1[OH:11])=[O:4], predict the reaction product. The product is: [CH3:1][CH:2]([CH2:26][CH:27]([CH3:29])[CH3:28])[C:3]([C:5]1[C:6](=[O:25])[NH:7][C:8]([O:14][CH3:15])=[C:9]([O:12][CH3:13])[C:10]=1[OH:11])=[O:4]. (2) The product is: [CH:26]1([C:24]([NH:23][CH2:22][CH2:21][CH2:20][NH:1][C@H:2]2[C:11]([CH3:13])([CH3:12])[C:10]3[CH:9]=[C:8]([C:14]([NH2:16])=[O:15])[CH:7]=[CH:6][C:5]=3[CH2:4][C@@H:3]2[O:17][CH3:18])=[O:25])[CH2:31][CH2:30][CH2:29][CH2:28][CH2:27]1. Given the reactants [NH2:1][C@H:2]1[C:11]([CH3:13])([CH3:12])[C:10]2[CH:9]=[C:8]([C:14]([NH2:16])=[O:15])[CH:7]=[CH:6][C:5]=2[CH2:4][C@@H:3]1[O:17][CH3:18].O=[CH:20][CH2:21][CH2:22][NH:23][C:24]([CH:26]1[CH2:31][CH2:30][CH2:29][CH2:28][CH2:27]1)=[O:25].C(O)(C(F)(F)F)=O, predict the reaction product. (3) The product is: [Cl:37][C:38]1[C:39]2[CH:49]=[CH:48][CH:47]=[CH:46][C:40]=2[S:41][C:42]=1[C:43]([N:21]([CH2:20][C:4]1[CH:5]=[C:6]([C:9]2[CH:10]=[CH:11][C:12]([O:15][C:16]([F:18])([F:17])[F:19])=[CH:13][CH:14]=2)[CH:7]=[CH:8][C:3]=1[O:2][CH3:1])[CH:22]1[CH2:27][CH2:26][CH:25]([N:28]([CH3:36])[C:29](=[O:35])[O:30][C:31]([CH3:33])([CH3:32])[CH3:34])[CH2:24][CH2:23]1)=[O:44]. Given the reactants [CH3:1][O:2][C:3]1[CH:8]=[CH:7][C:6]([C:9]2[CH:14]=[CH:13][C:12]([O:15][C:16]([F:19])([F:18])[F:17])=[CH:11][CH:10]=2)=[CH:5][C:4]=1[CH2:20][NH:21][CH:22]1[CH2:27][CH2:26][CH:25]([N:28]([CH3:36])[C:29](=[O:35])[O:30][C:31]([CH3:34])([CH3:33])[CH3:32])[CH2:24][CH2:23]1.[Cl:37][C:38]1[C:39]2[CH:49]=[CH:48][CH:47]=[CH:46][C:40]=2[S:41][C:42]=1[C:43](Cl)=[O:44], predict the reaction product. (4) The product is: [CH3:1][O:2][CH2:7][C:6]1[CH:9]=[CH:10][CH:11]=[CH:12][C:5]=1[Br:4]. Given the reactants [CH3:1][O-:2].[Na+].[Br:4][C:5]1[CH:12]=[CH:11][CH:10]=[CH:9][C:6]=1[CH2:7]Br.C1(C)C=CC=CC=1.O, predict the reaction product. (5) Given the reactants Cl[CH2:2][CH2:3][CH2:4][C:5]([C:7]1[CH:12]=[CH:11][C:10]([F:13])=[CH:9][CH:8]=1)=[O:6].[NH:14]1[CH2:19][CH2:18][CH:17]([C:20]2[CH:21]=[C:22]([NH:26][C:27]([CH:29]3[CH2:31][CH2:30]3)=[O:28])[CH:23]=[CH:24][CH:25]=2)[CH2:16][CH2:15]1, predict the reaction product. The product is: [F:13][C:10]1[CH:11]=[CH:12][C:7]([C:5](=[O:6])[CH2:4][CH2:3][CH2:2][N:14]2[CH2:19][CH2:18][CH:17]([C:20]3[CH:21]=[C:22]([NH:26][C:27]([CH:29]4[CH2:30][CH2:31]4)=[O:28])[CH:23]=[CH:24][CH:25]=3)[CH2:16][CH2:15]2)=[CH:8][CH:9]=1. (6) Given the reactants [CH:1]([C:4]1[S:8][C:7]([NH:9][S:10]([C:13]2[CH:18]=[CH:17][C:16]([O:19][C:20](=[O:22])[CH3:21])=[CH:15][CH:14]=2)(=[O:12])=[O:11])=[N:6][N:5]=1)([CH3:3])[CH3:2].C(N(CC)C(C)C)(C)C.[CH3:32][Si:33]([CH3:40])([CH3:39])[CH2:34][CH2:35][O:36][CH2:37]Cl, predict the reaction product. The product is: [CH:1]([C:4]1[S:8][C:7]([N:9]([CH2:37][O:36][CH2:35][CH2:34][Si:33]([CH3:40])([CH3:39])[CH3:32])[S:10]([C:13]2[CH:18]=[CH:17][C:16]([O:19][C:20](=[O:22])[CH3:21])=[CH:15][CH:14]=2)(=[O:11])=[O:12])=[N:6][N:5]=1)([CH3:3])[CH3:2]. (7) Given the reactants [Cl:1][C:2]1[CH:22]=[C:21]([C:23]([F:26])([F:25])[F:24])[CH:20]=[CH:19][C:3]=1[CH2:4][N:5]1[C:9]([CH2:10][CH2:11][C:12]([OH:14])=O)=[CH:8][C:7]([O:15][CH:16]([CH3:18])[CH3:17])=[N:6]1.[CH2:27]([S:32]([NH2:35])(=[O:34])=[O:33])[CH2:28][CH2:29][CH2:30][CH3:31].N12CCCN=C1CCCCC2, predict the reaction product. The product is: [Cl:1][C:2]1[CH:22]=[C:21]([C:23]([F:26])([F:25])[F:24])[CH:20]=[CH:19][C:3]=1[CH2:4][N:5]1[C:9]([CH2:10][CH2:11][C:12]([NH:35][S:32]([CH2:27][CH2:28][CH2:29][CH2:30][CH3:31])(=[O:34])=[O:33])=[O:14])=[CH:8][C:7]([O:15][CH:16]([CH3:18])[CH3:17])=[N:6]1.